Task: Predict the reaction yield, written as a fraction of the theoretical maximum amount of product (1.0 means a 100% yield; for example, 0.34 means a 34% yield).. Dataset: Reaction yield outcomes from USPTO patents with 853,638 reactions (1) The reactants are S(=O)(=O)(O)O.[NH2:6][C:7]1[C:16]([Cl:17])=[CH:15][CH:14]=[CH:13][C:8]=1[C:9]([O:11][CH3:12])=[O:10].OO.[OH-:20].[Na+].C(=O)([O-])O.[Na+].[OH2:27]. The catalyst is [Br-].C([N+](C)(C)C)CCCCCCCCCCCCC.ClC1C=CC=CC=1.O[W](O)(=O)=O. The product is [Cl:17][C:16]1[C:7]([N+:6]([O-:27])=[O:20])=[C:8]([CH:13]=[CH:14][CH:15]=1)[C:9]([O:11][CH3:12])=[O:10]. The yield is 0.700. (2) The reactants are [Br:1][C:2]1[CH:9]=[CH:8][C:5]([CH:6]=[O:7])=[CH:4][C:3]=1[F:10].[BH4-].[Na+].CO. The catalyst is C1COCC1. The product is [Br:1][C:2]1[CH:9]=[CH:8][C:5]([CH2:6][OH:7])=[CH:4][C:3]=1[F:10]. The yield is 0.970. (3) The reactants are N1C=CC=CC=1.[F:7]N1N=C(F)C=C(F)N1.[Cl:16][C:17]1[CH:25]=[CH:24][C:20]([C:21](O)=[O:22])=[C:19]([NH:26][CH2:27][CH3:28])[N:18]=1. The catalyst is ClCCl. The product is [Cl:16][C:17]1[CH:25]=[CH:24][C:20]([C:21]([F:7])=[O:22])=[C:19]([NH:26][CH2:27][CH3:28])[N:18]=1. The yield is 0.990. (4) The product is [F:1][C:2]([F:7])([F:6])[C:3]([OH:5])=[O:4].[CH2:8]([S:10]([N:13]1[CH2:18][CH2:17][CH:16]([C:19]2[C:27]3[C:22](=[C:23]([C:38]([NH2:40])=[O:39])[CH:24]=[C:25]([C:28]4[CH:33]=[C:32]([CH2:34][NH:35][CH2:36][CH2:2][CH3:3])[CH:31]=[C:30]([F:37])[CH:29]=4)[CH:26]=3)[NH:21][CH:20]=2)[CH2:15][CH2:14]1)(=[O:11])=[O:12])[CH3:9]. The yield is 0.720. No catalyst specified. The reactants are [F:1][C:2]([F:7])([F:6])[C:3]([OH:5])=[O:4].[CH2:8]([S:10]([N:13]1[CH2:18][CH2:17][CH:16]([C:19]2[C:27]3[C:22](=[C:23]([C:38]([NH2:40])=[O:39])[CH:24]=[C:25]([C:28]4[CH:33]=[C:32]([CH2:34][NH:35][CH3:36])[CH:31]=[C:30]([F:37])[CH:29]=4)[CH:26]=3)[NH:21][CH:20]=2)[CH2:15][CH2:14]1)(=[O:12])=[O:11])[CH3:9].CN.